This data is from NCI-60 drug combinations with 297,098 pairs across 59 cell lines. The task is: Regression. Given two drug SMILES strings and cell line genomic features, predict the synergy score measuring deviation from expected non-interaction effect. (1) Drug 1: C1=CC(=CC=C1C#N)C(C2=CC=C(C=C2)C#N)N3C=NC=N3. Drug 2: C1=NC(=NC(=O)N1C2C(C(C(O2)CO)O)O)N. Cell line: CAKI-1. Synergy scores: CSS=39.1, Synergy_ZIP=10.1, Synergy_Bliss=15.9, Synergy_Loewe=2.06, Synergy_HSA=9.53. (2) Drug 1: CC1=C(C(=O)C2=C(C1=O)N3CC4C(C3(C2COC(=O)N)OC)N4)N. Drug 2: CC(C)CN1C=NC2=C1C3=CC=CC=C3N=C2N. Cell line: HL-60(TB). Synergy scores: CSS=75.3, Synergy_ZIP=-1.10, Synergy_Bliss=-1.46, Synergy_Loewe=-9.34, Synergy_HSA=-2.83. (3) Drug 1: C1CN1P(=S)(N2CC2)N3CC3. Drug 2: CC1C(C(CC(O1)OC2CC(OC(C2O)C)OC3=CC4=CC5=C(C(=O)C(C(C5)C(C(=O)C(C(C)O)O)OC)OC6CC(C(C(O6)C)O)OC7CC(C(C(O7)C)O)OC8CC(C(C(O8)C)O)(C)O)C(=C4C(=C3C)O)O)O)O. Cell line: RXF 393. Synergy scores: CSS=52.3, Synergy_ZIP=0.935, Synergy_Bliss=1.41, Synergy_Loewe=-27.1, Synergy_HSA=-1.42. (4) Drug 1: CCC1=C2CN3C(=CC4=C(C3=O)COC(=O)C4(CC)O)C2=NC5=C1C=C(C=C5)O. Drug 2: CC1=C(N=C(N=C1N)C(CC(=O)N)NCC(C(=O)N)N)C(=O)NC(C(C2=CN=CN2)OC3C(C(C(C(O3)CO)O)O)OC4C(C(C(C(O4)CO)O)OC(=O)N)O)C(=O)NC(C)C(C(C)C(=O)NC(C(C)O)C(=O)NCCC5=NC(=CS5)C6=NC(=CS6)C(=O)NCCC[S+](C)C)O. Cell line: SNB-75. Synergy scores: CSS=24.9, Synergy_ZIP=-9.03, Synergy_Bliss=-1.93, Synergy_Loewe=1.01, Synergy_HSA=2.06. (5) Drug 1: CC1=C2C(C(=O)C3(C(CC4C(C3C(C(C2(C)C)(CC1OC(=O)C(C(C5=CC=CC=C5)NC(=O)OC(C)(C)C)O)O)OC(=O)C6=CC=CC=C6)(CO4)OC(=O)C)OC)C)OC. Drug 2: C1C(C(OC1N2C=C(C(=O)NC2=O)F)CO)O. Cell line: MALME-3M. Synergy scores: CSS=27.3, Synergy_ZIP=-3.60, Synergy_Bliss=-3.67, Synergy_Loewe=-3.72, Synergy_HSA=0.991. (6) Drug 1: CC1=CC=C(C=C1)C2=CC(=NN2C3=CC=C(C=C3)S(=O)(=O)N)C(F)(F)F. Drug 2: CC(C)NC(=O)C1=CC=C(C=C1)CNNC.Cl. Cell line: SNB-75. Synergy scores: CSS=-3.27, Synergy_ZIP=1.12, Synergy_Bliss=-0.394, Synergy_Loewe=0.209, Synergy_HSA=-2.81. (7) Drug 2: CCC1(CC2CC(C3=C(CCN(C2)C1)C4=CC=CC=C4N3)(C5=C(C=C6C(=C5)C78CCN9C7C(C=CC9)(C(C(C8N6C=O)(C(=O)OC)O)OC(=O)C)CC)OC)C(=O)OC)O.OS(=O)(=O)O. Cell line: MOLT-4. Drug 1: CN1CCC(CC1)COC2=C(C=C3C(=C2)N=CN=C3NC4=C(C=C(C=C4)Br)F)OC. Synergy scores: CSS=60.4, Synergy_ZIP=7.13, Synergy_Bliss=8.77, Synergy_Loewe=-21.7, Synergy_HSA=8.20.